Dataset: Aqueous solubility values for 9,982 compounds from the AqSolDB database. Task: Regression/Classification. Given a drug SMILES string, predict its absorption, distribution, metabolism, or excretion properties. Task type varies by dataset: regression for continuous measurements (e.g., permeability, clearance, half-life) or binary classification for categorical outcomes (e.g., BBB penetration, CYP inhibition). For this dataset (solubility_aqsoldb), we predict Y. (1) The compound is CNC(=O)Oc1cc(C)c(N(C)C)c(C)c1. The Y is -3.35 log mol/L. (2) The drug is ON=C1C=CC(=NO)c2ncccc21. The Y is -3.80 log mol/L.